From a dataset of Forward reaction prediction with 1.9M reactions from USPTO patents (1976-2016). Predict the product of the given reaction. (1) The product is: [CH3:18][C:17]([CH3:20])([CH3:19])[CH2:16][C:15]([NH:14][C:4]1[C:3]([CH3:22])=[C:2]([O:30][C:27]2[CH:28]=[CH:29][C:24]([CH3:23])=[CH:25][CH:26]=2)[C:10]2[O:9][C:8]([CH3:12])([CH3:11])[CH2:7][C:6]=2[C:5]=1[CH3:13])=[O:21]. Given the reactants Br[C:2]1[C:10]2[O:9][C:8]([CH3:12])([CH3:11])[CH2:7][C:6]=2[C:5]([CH3:13])=[C:4]([NH:14][C:15](=[O:21])[CH2:16][C:17]([CH3:20])([CH3:19])[CH3:18])[C:3]=1[CH3:22].[CH3:23][C:24]1[CH:29]=[CH:28][C:27]([OH:30])=[CH:26][CH:25]=1, predict the reaction product. (2) Given the reactants Cl[C:2](Cl)([O:4]C(=O)OC(Cl)(Cl)Cl)Cl.[F:13][C:14]([F:22])([F:21])[CH:15]([OH:20])[C:16]([F:19])([F:18])[F:17].C(N(C(C)C)C(C)C)C.[F:32][C:33]1[CH:34]=[C:35]([N:47]2[CH2:52][CH2:51][O:50][CH2:49][CH2:48]2)[CH:36]=[CH:37][C:38]=1[CH2:39][N:40]1[CH2:45][CH2:44][NH:43][C@@H:42]([CH3:46])[CH2:41]1, predict the reaction product. The product is: [F:32][C:33]1[CH:34]=[C:35]([N:47]2[CH2:52][CH2:51][O:50][CH2:49][CH2:48]2)[CH:36]=[CH:37][C:38]=1[CH2:39][N:40]1[CH2:45][CH2:44][N:43]([C:2]([O:20][CH:15]([C:16]([F:19])([F:18])[F:17])[C:14]([F:22])([F:21])[F:13])=[O:4])[C@@H:42]([CH3:46])[CH2:41]1. (3) Given the reactants [CH3:1][CH2:2][C@@:3]1([OH:31])[C:8](=[O:9])[O:7][CH2:6][C:5]2[C:10]([N:12]3[C:29](=[CH:30][C:4]1=2)[C:28]1[N:27]=[C:17]2[CH:18]=[CH:19][C:20]([OH:26])=[C:21]([CH2:22][N:23]([CH3:25])[CH3:24])[C:16]2=[CH:15][C:14]=1[CH2:13]3)=[O:11].[CH3:32][C:33]([O:36][C:37]([NH:39][CH2:40][C:41]([OH:43])=[O:42])=[O:38])([CH3:35])[CH3:34].C1CCC(N=C=NC2CCCCC2)CC1, predict the reaction product. The product is: [CH3:35][C:33]([O:36][C:37]([NH:39][CH2:40][C:41]([OH:43])=[O:42])=[O:38])([CH3:32])[CH3:34].[CH3:1][CH2:2][C@@:3]1([OH:31])[C:8](=[O:9])[O:7][CH2:6][C:5]2[C:10]([N:12]3[C:29](=[CH:30][C:4]1=2)[C:28]1[N:27]=[C:17]2[CH:18]=[CH:19][C:20]([OH:26])=[C:21]([CH2:22][N:23]([CH3:24])[CH3:25])[C:16]2=[CH:15][C:14]=1[CH2:13]3)=[O:11]. (4) The product is: [CH3:2][C@H:3]1[C:11]2[C:10]([N:12]3[C:25]4[C:20](=[C:21]([C@H:26]5[CH2:30][CH2:29][CH2:28][NH:27]5)[CH:22]=[CH:23][CH:24]=4)[C:14]4([CH2:15][CH2:16][NH:17][CH2:18][CH2:19]4)[CH2:13]3)=[N:9][CH:8]=[N:7][C:6]=2[CH2:5][CH2:4]1. Given the reactants Cl.[CH3:2][C@H:3]1[C:11]2[C:10]([N:12]3[C:25]4[C:20](=[C:21]([C@H:26]5[CH2:30][CH2:29][CH2:28][N:27]5C(OC(C)(C)C)=O)[CH:22]=[CH:23][CH:24]=4)[C:14]4([CH2:19][CH2:18][NH:17][CH2:16][CH2:15]4)[CH2:13]3)=[N:9][CH:8]=[N:7][C:6]=2[CH2:5][CH2:4]1, predict the reaction product. (5) Given the reactants Cl[C:2]1[CH:3]=[C:4]([NH:20][C:21]2[CH:26]=[CH:25][C:24]([C:27](=[O:32])[NH:28][CH:29]3[CH2:31][CH2:30]3)=[CH:23][CH:22]=2)[C:5]2[N:6]([C:8]([C:11]([NH:13][C:14]3[CH:19]=[CH:18][N:17]=[CH:16][CH:15]=3)=[O:12])=[CH:9][N:10]=2)[N:7]=1.[C@H:33]1([NH2:40])[CH2:38][CH2:37][C@H:36]([NH2:39])[CH2:35][CH2:34]1.C(O)(C(F)(F)F)=O, predict the reaction product. The product is: [NH2:39][C@H:36]1[CH2:37][CH2:38][C@H:33]([NH:40][C:2]2[CH:3]=[C:4]([NH:20][C:21]3[CH:26]=[CH:25][C:24]([C:27](=[O:32])[NH:28][CH:29]4[CH2:31][CH2:30]4)=[CH:23][CH:22]=3)[C:5]3[N:6]([C:8]([C:11]([NH:13][C:14]4[CH:19]=[CH:18][N:17]=[CH:16][CH:15]=4)=[O:12])=[CH:9][N:10]=3)[N:7]=2)[CH2:34][CH2:35]1. (6) Given the reactants C(OC(=O)[NH:7][C:8]1[CH:13]=[C:12]([O:14][CH2:15]C(F)(F)F)[C:11](C(F)(F)F)=[CH:10][C:9]=1[NH:24][C:25](=[O:47])[CH2:26][C:27]([C:29]1[CH:34]=[CH:33][CH:32]=[C:31]([C:35]2[CH:40]=[CH:39][N:38]=[C:37]([N:41]3[CH2:46][CH2:45][O:44][CH2:43][CH2:42]3)[CH:36]=2)[CH:30]=1)=O)(C)(C)C.C(O)([C:51]([F:54])([F:53])[F:52])=O, predict the reaction product. The product is: [N:41]1([C:37]2[CH:36]=[C:35]([C:31]3[CH:30]=[C:29]([C:27]4[CH2:26][C:25](=[O:47])[NH:24][C:9]5[CH:10]=[C:11]([C:51]([F:54])([F:53])[F:52])[C:12]([O:14][CH2:15][C:51]([F:54])([F:53])[F:52])=[CH:13][C:8]=5[N:7]=4)[CH:34]=[CH:33][CH:32]=3)[CH:40]=[CH:39][N:38]=2)[CH2:46][CH2:45][O:44][CH2:43][CH2:42]1. (7) Given the reactants [Br:1][C:2]1[CH:7]=[CH:6][CH:5]=[C:4]([CH:8]=[CH2:9])[CH:3]=1.C1(B2[O:33][C:20]3=[CH:21][C:22]4[O:26][CH2:25][C@@H:24]([CH2:27][C:28]([O:30][CH3:31])=[O:29])[C:23]=4[CH:32]=[C:19]3[CH2:18]O2)C=CC=CC=1, predict the reaction product. The product is: [Br:1][C:2]1[CH:3]=[C:4]([CH:8]2[CH2:9][CH2:18][C:19]3[C:20](=[CH:21][C:22]4[O:26][CH2:25][C@@H:24]([CH2:27][C:28]([O:30][CH3:31])=[O:29])[C:23]=4[CH:32]=3)[O:33]2)[CH:5]=[CH:6][CH:7]=1.